Dataset: Catalyst prediction with 721,799 reactions and 888 catalyst types from USPTO. Task: Predict which catalyst facilitates the given reaction. Reactant: Cl.[CH3:2][CH:3]([N:5]1[CH2:10][CH2:9][N:8]([C:11]([C@H:13]2[CH2:17][CH2:16][N:15](C(OC(C)(C)C)=O)[CH2:14]2)=[O:12])[CH2:7][CH2:6]1)[CH3:4]. Product: [CH3:4][CH:3]([N:5]1[CH2:10][CH2:9][N:8]([C:11]([C@H:13]2[CH2:17][CH2:16][NH:15][CH2:14]2)=[O:12])[CH2:7][CH2:6]1)[CH3:2]. The catalyst class is: 169.